From a dataset of Full USPTO retrosynthesis dataset with 1.9M reactions from patents (1976-2016). Predict the reactants needed to synthesize the given product. Given the product [CH2:47]([N:7]1[C:6]([C:4]([OH:5])=[O:3])=[C:10]([N:11]2[C:15](=[O:16])[NH:14][C:13]([CH:17]([NH:29][C:30]3[CH:35]=[CH:34][C:33]([C:36]#[N:37])=[C:32]([CH2:38][NH:39][C:40]([O:42][C:43]([CH3:46])([CH3:45])[CH3:44])=[O:41])[CH:31]=3)[C:18]3[CH:23]=[C:22]([O:24][CH3:25])[C:21]([O:26][CH3:27])=[CH:20][C:19]=3[F:28])=[N:12]2)[N:9]=[CH:8]1)[CH:48]=[CH2:49], predict the reactants needed to synthesize it. The reactants are: C([O:3][C:4]([C:6]1[N:7]([CH2:47][CH:48]=[CH2:49])[CH:8]=[N:9][C:10]=1[N:11]1[C:15](=[O:16])[NH:14][C:13]([CH:17]([NH:29][C:30]2[CH:35]=[CH:34][C:33]([C:36]#[N:37])=[C:32]([CH2:38][NH:39][C:40]([O:42][C:43]([CH3:46])([CH3:45])[CH3:44])=[O:41])[CH:31]=2)[C:18]2[CH:23]=[C:22]([O:24][CH3:25])[C:21]([O:26][CH3:27])=[CH:20][C:19]=2[F:28])=[N:12]1)=[O:5])C.[OH-].[Na+].